This data is from NCI-60 drug combinations with 297,098 pairs across 59 cell lines. The task is: Regression. Given two drug SMILES strings and cell line genomic features, predict the synergy score measuring deviation from expected non-interaction effect. (1) Drug 2: C1=NC2=C(N=C(N=C2N1C3C(C(C(O3)CO)O)O)F)N. Cell line: HT29. Synergy scores: CSS=39.7, Synergy_ZIP=2.87, Synergy_Bliss=-0.800, Synergy_Loewe=-6.98, Synergy_HSA=-1.55. Drug 1: C1=C(C(=O)NC(=O)N1)F. (2) Drug 1: C1CC(=O)NC(=O)C1N2CC3=C(C2=O)C=CC=C3N. Drug 2: C1=NC2=C(N=C(N=C2N1C3C(C(C(O3)CO)O)O)F)N. Cell line: NCI-H460. Synergy scores: CSS=1.20, Synergy_ZIP=-0.511, Synergy_Bliss=-2.67, Synergy_Loewe=-0.787, Synergy_HSA=-1.92. (3) Drug 1: CC1=CC=C(C=C1)C2=CC(=NN2C3=CC=C(C=C3)S(=O)(=O)N)C(F)(F)F. Drug 2: C1=NC2=C(N=C(N=C2N1C3C(C(C(O3)CO)O)F)Cl)N. Cell line: SNB-75. Synergy scores: CSS=-1.28, Synergy_ZIP=-0.495, Synergy_Bliss=-2.96, Synergy_Loewe=-3.14, Synergy_HSA=-2.94. (4) Drug 1: CC1C(C(=O)NC(C(=O)N2CCCC2C(=O)N(CC(=O)N(C(C(=O)O1)C(C)C)C)C)C(C)C)NC(=O)C3=C4C(=C(C=C3)C)OC5=C(C(=O)C(=C(C5=N4)C(=O)NC6C(OC(=O)C(N(C(=O)CN(C(=O)C7CCCN7C(=O)C(NC6=O)C(C)C)C)C)C(C)C)C)N)C. Drug 2: CC(C)(C#N)C1=CC(=CC(=C1)CN2C=NC=N2)C(C)(C)C#N. Cell line: COLO 205. Synergy scores: CSS=3.22, Synergy_ZIP=-3.44, Synergy_Bliss=-4.03, Synergy_Loewe=-11.0, Synergy_HSA=-5.89. (5) Drug 1: C1CNP(=O)(OC1)N(CCCl)CCCl. Drug 2: B(C(CC(C)C)NC(=O)C(CC1=CC=CC=C1)NC(=O)C2=NC=CN=C2)(O)O. Cell line: SF-295. Synergy scores: CSS=9.23, Synergy_ZIP=3.31, Synergy_Bliss=-6.85, Synergy_Loewe=-71.1, Synergy_HSA=-9.16. (6) Drug 1: CC1=C(C=C(C=C1)NC(=O)C2=CC=C(C=C2)CN3CCN(CC3)C)NC4=NC=CC(=N4)C5=CN=CC=C5. Drug 2: CC(C)(C#N)C1=CC(=CC(=C1)CN2C=NC=N2)C(C)(C)C#N. Cell line: RXF 393. Synergy scores: CSS=-0.291, Synergy_ZIP=-0.279, Synergy_Bliss=0.350, Synergy_Loewe=-2.38, Synergy_HSA=-2.65. (7) Drug 1: CC(C1=C(C=CC(=C1Cl)F)Cl)OC2=C(N=CC(=C2)C3=CN(N=C3)C4CCNCC4)N. Drug 2: CN(C)N=NC1=C(NC=N1)C(=O)N. Cell line: A549. Synergy scores: CSS=19.3, Synergy_ZIP=-3.20, Synergy_Bliss=2.62, Synergy_Loewe=-11.2, Synergy_HSA=0.893. (8) Drug 1: C1CN1P(=S)(N2CC2)N3CC3. Drug 2: CCC(=C(C1=CC=CC=C1)C2=CC=C(C=C2)OCCN(C)C)C3=CC=CC=C3.C(C(=O)O)C(CC(=O)O)(C(=O)O)O. Cell line: RXF 393. Synergy scores: CSS=5.12, Synergy_ZIP=-2.27, Synergy_Bliss=-0.619, Synergy_Loewe=-1.59, Synergy_HSA=-0.290. (9) Drug 1: CC=C1C(=O)NC(C(=O)OC2CC(=O)NC(C(=O)NC(CSSCCC=C2)C(=O)N1)C(C)C)C(C)C. Drug 2: C1CC(=O)NC(=O)C1N2C(=O)C3=CC=CC=C3C2=O. Cell line: RXF 393. Synergy scores: CSS=28.5, Synergy_ZIP=0.0898, Synergy_Bliss=0.0679, Synergy_Loewe=-51.6, Synergy_HSA=-1.21. (10) Drug 1: CC1C(C(CC(O1)OC2CC(CC3=C2C(=C4C(=C3O)C(=O)C5=C(C4=O)C(=CC=C5)OC)O)(C(=O)CO)O)N)O.Cl. Drug 2: CC1C(C(CC(O1)OC2CC(CC3=C2C(=C4C(=C3O)C(=O)C5=CC=CC=C5C4=O)O)(C(=O)C)O)N)O. Cell line: MDA-MB-231. Synergy scores: CSS=57.5, Synergy_ZIP=-4.02, Synergy_Bliss=-1.04, Synergy_Loewe=0.581, Synergy_HSA=2.96.